Dataset: Reaction yield outcomes from USPTO patents with 853,638 reactions. Task: Predict the reaction yield, written as a fraction of the theoretical maximum amount of product (1.0 means a 100% yield; for example, 0.34 means a 34% yield). The reactants are [NH2:1][C:2](=[O:16])[C@@H:3]([NH:5][C:6]1[N:11]=[C:10](Cl)[N:9]=[C:8]([C:13]([NH2:15])=[O:14])[CH:7]=1)[CH3:4].CC1(C)C(C)(C)OB([C:25]2[CH:30]=[CH:29][C:28]([O:31][C:32]3[CH:37]=[CH:36][C:35]([C:38]([F:41])([F:40])[F:39])=[CH:34][CH:33]=3)=[CH:27][CH:26]=2)O1.C([O-])([O-])=O.[Na+].[Na+]. The catalyst is O1CCOCC1.C1C=CC(P(C2C=CC=CC=2)[C-]2C=CC=C2)=CC=1.C1C=CC(P(C2C=CC=CC=2)[C-]2C=CC=C2)=CC=1.Cl[Pd]Cl.[Fe+2]. The product is [NH2:1][C:2](=[O:16])[C@@H:3]([NH:5][C:6]1[N:11]=[C:10]([C:25]2[CH:26]=[CH:27][C:28]([O:31][C:32]3[CH:37]=[CH:36][C:35]([C:38]([F:39])([F:40])[F:41])=[CH:34][CH:33]=3)=[CH:29][CH:30]=2)[N:9]=[C:8]([C:13]([NH2:15])=[O:14])[CH:7]=1)[CH3:4]. The yield is 0.640.